Dataset: Full USPTO retrosynthesis dataset with 1.9M reactions from patents (1976-2016). Task: Predict the reactants needed to synthesize the given product. (1) Given the product [CH3:1][N:2]1[C:7](=[O:8])[C:6]2[C:9]([C:12]([OH:14])=[O:13])=[CH:10][S:11][C:5]=2[C:4]([C:16]2[CH:21]=[CH:20][N:19]=[CH:18][CH:17]=2)=[N:3]1, predict the reactants needed to synthesize it. The reactants are: [CH3:1][N:2]1[C:7](=[O:8])[C:6]2[C:9]([C:12]([O:14]C)=[O:13])=[CH:10][S:11][C:5]=2[C:4]([C:16]2[CH:21]=[CH:20][N:19]=[CH:18][CH:17]=2)=[N:3]1. (2) Given the product [CH2:14]([O:21][C:22]1[CH:27]=[CH:26][C:25]([S:28]([NH:2][C@@H:3]2[CH2:8][CH2:7][O:6][CH2:5][C@:4]2([CH3:13])[C:9]([O:11][CH3:12])=[O:10])(=[O:30])=[O:29])=[CH:24][CH:23]=1)[C:15]1[CH:16]=[CH:17][CH:18]=[CH:19][CH:20]=1.[CH2:14]([O:21][C:22]1[CH:27]=[CH:26][C:25]([S:28]([NH:2][C@@H:3]2[CH2:8][CH2:7][O:6][CH2:5][C@@:4]2([CH3:13])[C:9]([O:11][CH3:12])=[O:10])(=[O:30])=[O:29])=[CH:24][CH:23]=1)[C:15]1[CH:16]=[CH:17][CH:18]=[CH:19][CH:20]=1, predict the reactants needed to synthesize it. The reactants are: Cl.[NH2:2][CH:3]1[CH2:8][CH2:7][O:6][CH2:5][C:4]1([CH3:13])[C:9]([O:11][CH3:12])=[O:10].[CH2:14]([O:21][C:22]1[CH:27]=[CH:26][C:25]([S:28](Cl)(=[O:30])=[O:29])=[CH:24][CH:23]=1)[C:15]1[CH:20]=[CH:19][CH:18]=[CH:17][CH:16]=1.C([O-])(O)=O.[Na+]. (3) The reactants are: [CH3:1][N:2]([CH3:33])[CH:3]([CH2:31][CH3:32])[CH:4]([C:10]1[CH:30]=[CH:29][C:13]2[N:14]=[C:15]([NH:17][CH2:18][C:19]3[CH:20]=[C:21]([CH:26]=[CH:27][CH:28]=3)[C:22]([O:24]C)=[O:23])[S:16][C:12]=2[CH:11]=1)[N:5]1[CH:9]=[CH:8][N:7]=[CH:6]1.[Li+].[OH-].Cl. Given the product [CH3:1][N:2]([CH3:33])[CH:3]([CH2:31][CH3:32])[CH:4]([C:10]1[CH:30]=[CH:29][C:13]2[N:14]=[C:15]([NH:17][CH2:18][C:19]3[CH:20]=[C:21]([CH:26]=[CH:27][CH:28]=3)[C:22]([OH:24])=[O:23])[S:16][C:12]=2[CH:11]=1)[N:5]1[CH:9]=[CH:8][N:7]=[CH:6]1, predict the reactants needed to synthesize it. (4) Given the product [CH2:1]([O:6][C:7]1[C:8](=[O:14])[C:9]2[C:10](=[CH:23][CH:22]=[C:21]3[C:20]=2[CH2:19][CH2:18][CH2:17][C:16]3([CH3:24])[CH3:15])[C:11](=[O:13])[CH:12]=1)[CH:2]=[C:3]([CH3:5])[CH3:4], predict the reactants needed to synthesize it. The reactants are: [CH2:1]([O:6][C:7]1[C:8](=[O:14])[CH:9]=[CH:10][C:11](=[O:13])[CH:12]=1)[CH:2]=[C:3]([CH3:5])[CH3:4].[CH3:15][C:16]1([CH3:24])[C:21]([CH:22]=[CH2:23])=[CH:20][CH2:19][CH2:18][CH2:17]1. (5) Given the product [Cl:1][C:2]1[N:3]=[C:4]2[CH:12]=[C:11]([Cl:13])[CH:10]=[N:9][C:5]2=[N:6][C:7]=1[NH:15][NH2:16], predict the reactants needed to synthesize it. The reactants are: [Cl:1][C:2]1[N:3]=[C:4]2[CH:12]=[C:11]([Cl:13])[CH:10]=[N:9][C:5]2=[N:6][C:7]=1Cl.O.[NH2:15][NH2:16]. (6) Given the product [Cl:1][C:2]1[C:7]([N+:8]([O-:10])=[O:9])=[CH:6][C:5]([OH:11])=[C:4]([CH3:17])[CH:3]=1, predict the reactants needed to synthesize it. The reactants are: [Cl:1][C:2]1[C:7]([N+:8]([O-:10])=[O:9])=[CH:6][C:5]([O:11]S(C=C)(=O)=O)=[C:4]([CH3:17])[CH:3]=1.C(=O)([O-])[O-].[K+].[K+].C(O)(=O)CC(CC(O)=O)(C(O)=O)O. (7) The reactants are: Br[C:2]1[O:6][C:5]([C:7]([O:9][CH2:10][CH3:11])=[O:8])=[C:4]([C:12]2[CH:17]=[CH:16][CH:15]=[CH:14][CH:13]=2)[CH:3]=1.[C:18]1(B(O)O)[CH:23]=[CH:22][CH:21]=[CH:20][CH:19]=1. Given the product [C:12]1([C:4]2[CH:3]=[C:2]([C:18]3[CH:23]=[CH:22][CH:21]=[CH:20][CH:19]=3)[O:6][C:5]=2[C:7]([O:9][CH2:10][CH3:11])=[O:8])[CH:17]=[CH:16][CH:15]=[CH:14][CH:13]=1, predict the reactants needed to synthesize it. (8) Given the product [CH3:1][O:2][C:3]1[C:11]2[O:10][C:9]([C:12]([F:15])([F:14])[F:13])=[CH:8][C:7]=2[C:6]([C:16]2[C:17]([CH3:23])([CH3:22])[C:18](=[O:19])[NH:27][N:26]=2)=[CH:5][CH:4]=1, predict the reactants needed to synthesize it. The reactants are: [CH3:1][O:2][C:3]1[C:11]2[O:10][C:9]([C:12]([F:15])([F:14])[F:13])=[CH:8][C:7]=2[C:6]([C:16](=O)[C:17]([CH3:23])([CH3:22])[C:18](OC)=[O:19])=[CH:5][CH:4]=1.O.[NH2:26][NH2:27].